From a dataset of TCR-epitope binding with 47,182 pairs between 192 epitopes and 23,139 TCRs. Binary Classification. Given a T-cell receptor sequence (or CDR3 region) and an epitope sequence, predict whether binding occurs between them. (1) The epitope is GLCTLVAML. The TCR CDR3 sequence is CASSVRSSMNTEAFF. Result: 1 (the TCR binds to the epitope). (2) The epitope is LEPLVDLPI. The TCR CDR3 sequence is CASSPGLRGNQPQHF. Result: 1 (the TCR binds to the epitope). (3) The epitope is KAYNVTQAF. The TCR CDR3 sequence is CASSSNEQFF. Result: 0 (the TCR does not bind to the epitope). (4) The epitope is KAFSPEVIPMF. The TCR CDR3 sequence is CASSLGDTQYF. Result: 0 (the TCR does not bind to the epitope). (5) The epitope is TPGPGVRYPL. The TCR CDR3 sequence is CASSGTSGRARHNEQFF. Result: 1 (the TCR binds to the epitope). (6) Result: 0 (the TCR does not bind to the epitope). The epitope is FTISVTTEIL. The TCR CDR3 sequence is CASSLGGTTPYEQYF.